From a dataset of Reaction yield outcomes from USPTO patents with 853,638 reactions. Predict the reaction yield, written as a fraction of the theoretical maximum amount of product (1.0 means a 100% yield; for example, 0.34 means a 34% yield). (1) The yield is 0.800. The reactants are C[N+]1([O-])CC[O:5]CC1.[F:9][C:10]([F:40])([F:39])[C:11]1[CH:12]=[C:13]([C@H:21]([O:23][C@@H:24]2[C@@H:29]([C:30]3[CH:35]=[CH:34][C:33]([F:36])=[CH:32][CH:31]=3)[C@H:28]([CH:37]=C)[CH2:27][CH2:26][O:25]2)[CH3:22])[CH:14]=[C:15]([C:17]([F:20])([F:19])[F:18])[CH:16]=1.I([O-])(=O)(=O)=O.[Na+]. The catalyst is O1CCCC1.O.[Os](=O)(=O)(=O)=O. The product is [F:18][C:17]([F:20])([F:19])[C:15]1[CH:14]=[C:13]([C@H:21]([O:23][C@@H:24]2[C@@H:29]([C:30]3[CH:35]=[CH:34][C:33]([F:36])=[CH:32][CH:31]=3)[C@H:28]([CH:37]=[O:5])[CH2:27][CH2:26][O:25]2)[CH3:22])[CH:12]=[C:11]([C:10]([F:39])([F:40])[F:9])[CH:16]=1. (2) The reactants are [F:1][C:2]1[CH:7]=[CH:6][C:5]([C:8]2[N:12]=[N:11][N:10]([CH3:13])[C:9]=2/[CH:14]=[CH:15]/[C:16]2[S:17][C:18]([C:22](O)=[O:23])=[C:19]([CH3:21])[N:20]=2)=[CH:4][CH:3]=1.[NH2:25][CH:26]1[CH2:31][CH2:30][O:29][CH2:28][CH2:27]1. No catalyst specified. The product is [O:29]1[CH2:30][CH2:31][CH:26]([NH:25][C:22]([C:18]2[S:17][C:16](/[CH:15]=[CH:14]/[C:9]3[N:10]([CH3:13])[N:11]=[N:12][C:8]=3[C:5]3[CH:4]=[CH:3][C:2]([F:1])=[CH:7][CH:6]=3)=[N:20][C:19]=2[CH3:21])=[O:23])[CH2:27][CH2:28]1. The yield is 0.680. (3) The reactants are [Br:1][C:2]1[CH:3]=[CH:4][C:5]([N+]([O-])=O)=[N:6][CH:7]=1.[N:11]1[CH:16]=[CH:15][CH:14]=[CH:13][C:12]=1[NH2:17].[C:18](=[O:21])([O-])[O-].[Cs+].[Cs+].CC1(C)C2C(=C(P(C3C=CC=CC=3)C3C=CC=CC=3)C=CC=2)OC2C(P(C3C=CC=CC=3)C3C=CC=CC=3)=CC=CC1=2. The catalyst is C1C=CC(/C=C/C(/C=C/C2C=CC=CC=2)=O)=CC=1.C1C=CC(/C=C/C(/C=C/C2C=CC=CC=2)=O)=CC=1.C1C=CC(/C=C/C(/C=C/C2C=CC=CC=2)=O)=CC=1.[Pd].[Pd].O1CCOCC1. The product is [Br:1][C:2]1[CH:3]=[C:4]([NH:17][C:12]2[CH:13]=[CH:14][CH:15]=[CH:16][N:11]=2)[C:18](=[O:21])[N:6]([CH3:5])[CH:7]=1. The yield is 0.510. (4) The reactants are C(OC(=O)[NH:10][C:11]1([C:14]2[NH:18][C:17]([CH:19]3[CH2:21][CH2:20]3)=[N:16][N:15]=2)[CH2:13][CH2:12]1)C1C=CC=CC=1. The catalyst is CO.[Pd]. The product is [CH:19]1([C:17]2[NH:18][C:14]([C:11]3([NH2:10])[CH2:12][CH2:13]3)=[N:15][N:16]=2)[CH2:21][CH2:20]1. The yield is 0.991. (5) The reactants are [O:1]1[C:5]2[CH:6]=[CH:7][C:8]([C:10]3([C:13]([OH:15])=O)[CH2:12][CH2:11]3)=[CH:9][C:4]=2[O:3][CH2:2]1.S(Cl)(Cl)=O.CN(C)C=O.[Br:25][C:26]1[CH:27]=[CH:28][C:29]([NH2:32])=[N:30][CH:31]=1. The catalyst is N1C=CC=CC=1. The product is [O:1]1[C:5]2[CH:6]=[CH:7][C:8]([C:10]3([C:13]([NH:32][C:29]4[CH:28]=[CH:27][C:26]([Br:25])=[CH:31][N:30]=4)=[O:15])[CH2:11][CH2:12]3)=[CH:9][C:4]=2[O:3][CH2:2]1. The yield is 0.830. (6) The reactants are C(O[C:5](=[O:7])[CH3:6])(=O)C.Cl.Cl.[C:10]12([CH2:20][CH2:21][N:22]([NH2:35])[C:23]([NH:25][CH2:26][CH2:27][CH2:28][C:29]3[CH:34]=[CH:33][N:32]=[CH:31][CH:30]=3)=[O:24])[CH2:19][CH:14]3[CH2:15][CH:16]([CH2:18][CH:12]([CH2:13]3)[CH2:11]1)[CH2:17]2. The catalyst is N1C=CC=CC=1. The product is [C:5]([NH:35][N:22]([CH2:21][CH2:20][C:10]12[CH2:11][CH:12]3[CH2:18][CH:16]([CH2:15][CH:14]([CH2:13]3)[CH2:19]1)[CH2:17]2)[C:23]([NH:25][CH2:26][CH2:27][CH2:28][C:29]1[CH:30]=[CH:31][N:32]=[CH:33][CH:34]=1)=[O:24])(=[O:7])[CH3:6]. The yield is 0.580. (7) The reactants are [C:1]1([C:37]2[CH:42]=[CH:41][CH:40]=[CH:39][CH:38]=2)[CH:6]=[CH:5][C:4]([CH2:7][N:8]([CH2:21][C:22]2[CH:23]=[C:24]([CH:34]=[CH:35][CH:36]=2)[CH2:25][NH:26]C(=O)OC(C)(C)C)[S:9]([C:12]2[CH:17]=[C:16]([Cl:18])[CH:15]=[C:14]([Cl:19])[C:13]=2[OH:20])(=[O:11])=[O:10])=[CH:3][CH:2]=1.C(O)(C(F)(F)F)=O. The catalyst is C(Cl)Cl. The product is [NH2:26][CH2:25][C:24]1[CH:23]=[C:22]([CH:36]=[CH:35][CH:34]=1)[CH2:21][N:8]([CH2:7][C:4]1[CH:5]=[CH:6][C:1]([C:37]2[CH:38]=[CH:39][CH:40]=[CH:41][CH:42]=2)=[CH:2][CH:3]=1)[S:9]([C:12]1[CH:17]=[C:16]([Cl:18])[CH:15]=[C:14]([Cl:19])[C:13]=1[OH:20])(=[O:11])=[O:10]. The yield is 0.960. (8) The reactants are [Cl:1][C:2]1[CH:3]=[CH:4][C:5]([SH:11])=[C:6]([CH:10]=1)[C:7]([OH:9])=O.[C:12]([C:14]1[CH:19]=[CH:18][CH:17]=[CH:16][N:15]=1)#[N:13]. The catalyst is N1C=CC=CC=1. The product is [Cl:1][C:2]1[CH:3]=[CH:4][C:5]2[S:11][C:12]([C:14]3[CH:19]=[CH:18][CH:17]=[CH:16][N:15]=3)=[N:13][C:7](=[O:9])[C:6]=2[CH:10]=1. The yield is 0.270. (9) The reactants are C([O:4][CH2:5][C@H:6]1[CH2:11][O:10][C@H:9]([CH2:12][O:13]C(=O)C)[CH2:8][O:7]1)(=O)C.O1CCOCC1.Cl. The catalyst is CO. The product is [OH:4][CH2:5][C@H:6]1[CH2:11][O:10][C@H:9]([CH2:12][OH:13])[CH2:8][O:7]1. The yield is 0.970. (10) The reactants are [N:1]1[CH:6]=[CH:5][CH:4]=[C:3]([N:7]2[CH2:22][CH2:21][CH2:20][C:8]32[CH2:12][N:11](C(OC(C)(C)C)=O)[CH2:10][CH2:9]3)[CH:2]=1.[ClH:23]. The catalyst is ClCCl.Cl. The product is [ClH:23].[ClH:23].[N:1]1[CH:6]=[CH:5][CH:4]=[C:3]([N:7]2[C:8]3([CH2:9][CH2:10][NH:11][CH2:12]3)[CH2:20][CH2:21][CH2:22]2)[CH:2]=1. The yield is 0.720.